This data is from Reaction yield outcomes from USPTO patents with 853,638 reactions. The task is: Predict the reaction yield, written as a fraction of the theoretical maximum amount of product (1.0 means a 100% yield; for example, 0.34 means a 34% yield). (1) The reactants are [NH2:1][C:2]1[C:7]2=[CH:8][CH:9]=[C:10]([CH:11]3[CH2:16][CH2:15][N:14]([C:17]([O:19][C:20]([CH3:23])([CH3:22])[CH3:21])=[O:18])[CH2:13][CH2:12]3)[N:6]2[N:5]=[CH:4][N:3]=1.[Br:24]N1C(C)(C)C(=O)N(Br)C1=O. The catalyst is O1CCCC1. The product is [NH2:1][C:2]1[C:7]2=[C:8]([Br:24])[CH:9]=[C:10]([CH:11]3[CH2:12][CH2:13][N:14]([C:17]([O:19][C:20]([CH3:23])([CH3:22])[CH3:21])=[O:18])[CH2:15][CH2:16]3)[N:6]2[N:5]=[CH:4][N:3]=1. The yield is 0.600. (2) The reactants are [Cl:1][C:2]1[CH:7]=[CH:6][C:5]([CH3:8])=[CH:4][C:3]=1[OH:9].CI.[C:12]([O-])([O-])=O.[K+].[K+]. The catalyst is CC#N. The product is [Cl:1][C:2]1[CH:7]=[CH:6][C:5]([CH3:8])=[CH:4][C:3]=1[O:9][CH3:12]. The yield is 0.890. (3) The reactants are [N:1]1([C:11]([O:13][C:14]([CH3:17])([CH3:16])[CH3:15])=[O:12])[CH2:6][CH2:5][CH:4]([C:7]([O:9][CH3:10])=[O:8])[CH2:3][CH2:2]1.C[Si]([N-][Si](C)(C)C)(C)C.[Na+].[CH2:28](Br)[C:29]1[CH:34]=[CH:33][CH:32]=[CH:31][CH:30]=1. The catalyst is C1COCC1. The product is [CH2:28]([C:4]1([C:7]([O:9][CH3:10])=[O:8])[CH2:3][CH2:2][N:1]([C:11]([O:13][C:14]([CH3:17])([CH3:16])[CH3:15])=[O:12])[CH2:6][CH2:5]1)[C:29]1[CH:34]=[CH:33][CH:32]=[CH:31][CH:30]=1. The yield is 0.710. (4) The reactants are C([O:3][C:4]([CH:6]1[CH2:11][C:10]([OH:18])([C:12]#[C:13][Si](C)(C)C)[CH2:9][CH2:8][O:7]1)=O)C.[NH3:19]. The catalyst is CO. The product is [C:12]([C:10]1([OH:18])[CH2:9][CH2:8][O:7][CH:6]([C:4]([NH2:19])=[O:3])[CH2:11]1)#[CH:13]. The yield is 0.970.